From a dataset of Reaction yield outcomes from USPTO patents with 853,638 reactions. Predict the reaction yield, written as a fraction of the theoretical maximum amount of product (1.0 means a 100% yield; for example, 0.34 means a 34% yield). (1) The reactants are [NH2:1][C:2]1[C:3]2[N:10]=[N:9][N:8]([CH:11]3[CH:15]4[O:16][C:17]([CH3:20])([CH3:19])[O:18][CH:14]4[CH:13]([CH2:21][OH:22])[O:12]3)[C:4]=2[N:5]=[CH:6][N:7]=1.C[Si](Cl)(C)C.[C:28](Cl)([C:30]1[CH:35]=[CH:34][CH:33]=[CH:32][CH:31]=1)=[O:29].[NH4+].[OH-]. The catalyst is N1C=CC=CC=1. The product is [OH:22][CH2:21][CH:13]1[CH:14]2[O:18][C:17]([CH3:19])([CH3:20])[O:16][CH:15]2[CH:11]([N:8]2[C:4]3[N:5]=[CH:6][N:7]=[C:2]([NH:1][C:28](=[O:29])[C:30]4[CH:35]=[CH:34][CH:33]=[CH:32][CH:31]=4)[C:3]=3[N:10]=[N:9]2)[O:12]1. The yield is 0.630. (2) The reactants are [Cl:1][C:2]1[C:7]([O:8][CH3:9])=[CH:6][CH:5]=[C:4]([Cl:10])[C:3]=1[CH2:11]O.P(Br)(Br)[Br:14]. The catalyst is C(Cl)Cl. The product is [Br:14][CH2:11][C:3]1[C:2]([Cl:1])=[C:7]([O:8][CH3:9])[CH:6]=[CH:5][C:4]=1[Cl:10]. The yield is 0.570. (3) The reactants are [C:1]1([C:11]([C:13]2[C:21]3[C:16](=[CH:17][CH:18]=[CH:19][CH:20]=3)[N:15]([CH2:22][CH2:23][CH2:24][C:25]([O:27]CC)=[O:26])[C:14]=2[CH3:30])=[O:12])[C:10]2[C:5](=[CH:6][CH:7]=[CH:8][CH:9]=2)[CH:4]=[CH:3][CH:2]=1.[OH-].[K+]. The catalyst is O. The product is [C:1]1([C:11]([C:13]2[C:21]3[C:16](=[CH:17][CH:18]=[CH:19][CH:20]=3)[N:15]([CH2:22][CH2:23][CH2:24][C:25]([OH:27])=[O:26])[C:14]=2[CH3:30])=[O:12])[C:10]2[C:5](=[CH:6][CH:7]=[CH:8][CH:9]=2)[CH:4]=[CH:3][CH:2]=1. The yield is 0.750. (4) The reactants are Cl[CH:2](Cl)[C:3](=O)[CH3:4].[CH:7]1([CH:13]=O)[CH2:12][CH2:11][CH2:10][CH2:9][CH2:8]1.CC([O-])(C)C.[K+].[C:21]([CH2:23][C:24]([NH2:26])=[O:25])#[N:22]. The catalyst is C1COCC1. The product is [CH:7]1([C:13]2[CH:2]=[C:3]([CH3:4])[NH:26][C:24](=[O:25])[C:23]=2[C:21]#[N:22])[CH2:8][CH2:9][CH2:10][CH2:11][CH2:12]1. The yield is 0.320. (5) The reactants are [C:1]([OH:10])(=[O:9])[C:2]1[C:3](=[CH:5][CH:6]=[CH:7][CH:8]=1)[NH2:4].[C:11]([C:15]1[CH:23]=[CH:22][C:18](C(Cl)=O)=[CH:17][CH:16]=1)([CH3:14])([CH3:13])[CH3:12].Cl.N1C=CC=C[CH:26]=1. No catalyst specified. The product is [C:11]([C:15]1[CH:16]=[CH:17][CH:18]=[CH:22][C:23]=1[C:26]1[O:9][C:1](=[O:10])[C:2]2[CH:8]=[CH:7][CH:6]=[CH:5][C:3]=2[N:4]=1)([CH3:12])([CH3:13])[CH3:14]. The yield is 0.220. (6) The reactants are [F:1][C:2]1[CH:10]=[C:9]([N:11]2[CH2:16][C@@H:15]3[CH2:17][C@H:12]2[CH2:13][N:14]3[C:18]2[CH:23]=[CH:22][CH:21]=[C:20]([C:24]([F:27])([F:26])[F:25])[CH:19]=2)[CH:8]=[CH:7][C:3]=1[C:4]([OH:6])=[O:5].Cl.[CH3:29]COCC. The catalyst is CO. The product is [F:1][C:2]1[CH:10]=[C:9]([N:11]2[CH2:16][C@@H:15]3[CH2:17][C@H:12]2[CH2:13][N:14]3[C:18]2[CH:23]=[CH:22][CH:21]=[C:20]([C:24]([F:25])([F:27])[F:26])[CH:19]=2)[CH:8]=[CH:7][C:3]=1[C:4]([O:6][CH3:29])=[O:5]. The yield is 0.460. (7) The reactants are [CH3:1][C:2]1([CH3:8])[CH2:6][CH2:5][NH:4][C:3]1=[O:7].C[Si](C)(C)[N-][Si](C)(C)C.[Li+].Cl[C:20]([O:22][CH2:23][C:24]1[CH:29]=[CH:28][CH:27]=[CH:26][CH:25]=1)=[O:21]. The catalyst is C1COCC1. The product is [CH3:1][C:2]1([CH3:8])[CH2:6][CH2:5][N:4]([C:20]([O:22][CH2:23][C:24]2[CH:29]=[CH:28][CH:27]=[CH:26][CH:25]=2)=[O:21])[C:3]1=[O:7]. The yield is 0.690. (8) The reactants are C(O[C:9](=N)[C:10]([Cl:13])([Cl:12])[Cl:11])C1C=CC=CC=1.[C:15]1([NH2:22])[C:16]([NH2:21])=[CH:17][CH:18]=[CH:19][CH:20]=1.O. The catalyst is C(O)(=O)C. The product is [Cl:11][C:10]([Cl:13])([Cl:12])[C:9]1[NH:22][C:15]2[CH:20]=[CH:19][CH:18]=[CH:17][C:16]=2[N:21]=1. The yield is 0.880. (9) The reactants are [F:1][C:2]1[CH:10]=[CH:9][C:5]([C:6]([OH:8])=O)=[CH:4][CH:3]=1.O.ON1C2C=CC=CC=2N=N1.[CH3:22][CH:23]([N:25]1[CH2:30][CH2:29][CH:28]([O:31][C:32]2[CH:37]=[CH:36][C:35]([CH:38]3[CH2:43][CH2:42][NH:41][CH2:40][CH2:39]3)=[CH:34][CH:33]=2)[CH2:27][CH2:26]1)[CH3:24]. The catalyst is ClCCl. The product is [F:1][C:2]1[CH:3]=[CH:4][C:5]([C:6]([N:41]2[CH2:42][CH2:43][CH:38]([C:35]3[CH:34]=[CH:33][C:32]([O:31][CH:28]4[CH2:29][CH2:30][N:25]([CH:23]([CH3:24])[CH3:22])[CH2:26][CH2:27]4)=[CH:37][CH:36]=3)[CH2:39][CH2:40]2)=[O:8])=[CH:9][CH:10]=1. The yield is 0.740.